This data is from Reaction yield outcomes from USPTO patents with 853,638 reactions. The task is: Predict the reaction yield, written as a fraction of the theoretical maximum amount of product (1.0 means a 100% yield; for example, 0.34 means a 34% yield). (1) The reactants are Cl.[Cl:2][C:3]1[C:4]([F:18])=[C:5]([CH:9]2[CH2:12][C:11]3([CH2:17][CH2:16][NH:15][CH2:14][CH2:13]3)[CH2:10]2)[CH:6]=[CH:7][CH:8]=1.C1([O:25][C:26](=O)[NH:27][C:28]2[O:32][N:31]=[C:30]([CH3:33])[C:29]=2[CH3:34])C=CC=CC=1. No catalyst specified. The product is [Cl:2][C:3]1[C:4]([F:18])=[C:5]([CH:9]2[CH2:12][C:11]3([CH2:17][CH2:16][N:15]([C:26]([NH:27][C:28]4[O:32][N:31]=[C:30]([CH3:33])[C:29]=4[CH3:34])=[O:25])[CH2:14][CH2:13]3)[CH2:10]2)[CH:6]=[CH:7][CH:8]=1. The yield is 0.460. (2) The reactants are [C:1]([NH:4][C:5]1[S:6][CH:7]=[C:8]([CH:10]=[CH:11][C:12]2[CH:13]=[C:14]([CH2:18][C:19]([OH:21])=[O:20])[CH:15]=[CH:16][CH:17]=2)[N:9]=1)(=[O:3])[CH3:2]. The catalyst is O1CCCC1.CO.[C].[Pd]. The product is [C:1]([NH:4][C:5]1[S:6][CH:7]=[C:8]([CH2:10][CH2:11][C:12]2[CH:13]=[C:14]([CH2:18][C:19]([OH:21])=[O:20])[CH:15]=[CH:16][CH:17]=2)[N:9]=1)(=[O:3])[CH3:2]. The yield is 0.917. (3) The reactants are [C:1]([N:5]([CH3:26])[C:6]([C:8]1[N:9]=[C:10](Br)[N:11]2[C:20]3[C:15](=[CH:16][C:17]([O:23][CH3:24])=[C:18]([O:21][CH3:22])[CH:19]=3)[CH2:14][CH2:13][C:12]=12)=[O:7])([CH3:4])([CH3:3])[CH3:2].[S:27]1[CH:31]=[CH:30][C:29](B(O)O)=[CH:28]1.C(=O)([O-])[O-].[K+].[K+]. The catalyst is O1CCOCC1.O. The product is [C:1]([N:5]([CH3:26])[C:6]([C:8]1[N:9]=[C:10]([C:29]2[CH:30]=[CH:31][S:27][CH:28]=2)[N:11]2[C:20]3[C:15](=[CH:16][C:17]([O:23][CH3:24])=[C:18]([O:21][CH3:22])[CH:19]=3)[CH2:14][CH2:13][C:12]=12)=[O:7])([CH3:4])([CH3:3])[CH3:2]. The yield is 0.290. (4) The catalyst is C1COCC1. The product is [OH:13][C@H:10]1[CH2:11][CH2:12][N:8]([C:6]([O:5][C:1]([CH3:2])([CH3:3])[CH3:4])=[O:7])[C@@H:9]1[CH2:14][OH:15]. The reactants are [C:1]([O:5][C:6]([N:8]1[CH2:12][CH2:11][C@H:10]([OH:13])[C@H:9]1[C:14](O)=[O:15])=[O:7])([CH3:4])([CH3:3])[CH3:2].B.CSC.CO.[H][H]. The yield is 0.990. (5) The reactants are [OH:1][C:2]1[CH:3]=[C:4]([CH:20]=[C:21]([O:23][C@@H:24]([CH3:28])[CH2:25][O:26][CH3:27])[CH:22]=1)[C:5]([NH:7][C:8]1[CH:12]=[CH:11][N:10](C(OC(C)(C)C)=O)[N:9]=1)=[O:6].C(=O)([O-])[O-].[Cs+].[Cs+].[F:35][C:36]1[CH:37]=[C:38]([CH:44]=[CH:45][C:46]=1F)[C:39]([O:41][CH2:42][CH3:43])=[O:40]. The catalyst is CC(N(C)C)=O. The product is [F:35][C:36]1[CH:37]=[C:38]([CH:44]=[CH:45][C:46]=1[O:1][C:2]1[CH:3]=[C:4]([C:5]([NH:7][C:8]2[CH:12]=[CH:11][NH:10][N:9]=2)=[O:6])[CH:20]=[C:21]([O:23][C@@H:24]([CH3:28])[CH2:25][O:26][CH3:27])[CH:22]=1)[C:39]([O:41][CH2:42][CH3:43])=[O:40]. The yield is 0.400. (6) The reactants are Br[C:2]1[CH:3]=[C:4]2[C:10]([CH3:11])=[N:9][NH:8][C:5]2=[CH:6][N:7]=1.C([O-])([O-])=O.[Na+].[Na+].[NH:18]1[CH:22]=[C:21](B(O)O)[CH:20]=[N:19]1. The catalyst is CN(C=O)C. The product is [CH3:11][C:10]1[C:4]2[C:5](=[CH:6][N:7]=[C:2]([C:21]3[CH:22]=[N:18][NH:19][CH:20]=3)[CH:3]=2)[NH:8][N:9]=1. The yield is 0.150. (7) The reactants are [C:1]([C:3]1[CH:4]=[C:5]([C:9]2[CH:10]=[CH:11][C:12]3[O:16][C:15]([C:17]4[CH:22]=[CH:21][C:20]([F:23])=[CH:19][CH:18]=4)=[C:14]([C:24]([NH:26][CH3:27])=[O:25])[C:13]=3[CH:28]=2)[CH:6]=[CH:7][CH:8]=1)#[N:2].N[C:30]([CH3:34])([CH3:33])[CH2:31][OH:32]. The catalyst is C1(Cl)C=CC=CC=1.[Cl-].[Zn+2].[Cl-]. The product is [CH3:33][C:30]1([CH3:34])[CH2:31][O:32][C:1]([C:3]2[CH:4]=[C:5]([C:9]3[CH:10]=[CH:11][C:12]4[O:16][C:15]([C:17]5[CH:22]=[CH:21][C:20]([F:23])=[CH:19][CH:18]=5)=[C:14]([C:24]([NH:26][CH3:27])=[O:25])[C:13]=4[CH:28]=3)[CH:6]=[CH:7][CH:8]=2)=[N:2]1. The yield is 0.140.